This data is from Forward reaction prediction with 1.9M reactions from USPTO patents (1976-2016). The task is: Predict the product of the given reaction. Given the reactants [H-].[Na+].[CH3:3][C:4]1[NH:8][N:7]=[CH:6][C:5]=1[B:9]1[O:13][C:12]([CH3:15])([CH3:14])[C:11]([CH3:17])([CH3:16])[O:10]1.FC(F)(F)S(O[CH2:24][C:25]([CH3:30])([N+:27]([O-:29])=[O:28])[CH3:26])(=O)=O.[Cl-].[NH4+], predict the reaction product. The product is: [CH3:3][C:4]1[N:8]([CH2:24][C:25]([CH3:30])([N+:27]([O-:29])=[O:28])[CH3:26])[N:7]=[CH:6][C:5]=1[B:9]1[O:13][C:12]([CH3:15])([CH3:14])[C:11]([CH3:17])([CH3:16])[O:10]1.